Dataset: Full USPTO retrosynthesis dataset with 1.9M reactions from patents (1976-2016). Task: Predict the reactants needed to synthesize the given product. (1) Given the product [Cl:18][C:15]1[CH:16]=[CH:17][C:7]2[C:6](=[O:19])[CH2:5][CH:11]([CH3:12])[C:10](=[O:13])[NH:9][C:8]=2[CH:14]=1, predict the reactants needed to synthesize it. The reactants are: COC([CH:5]1[CH:11]([CH3:12])[C:10](=[O:13])[NH:9][C:8]2[CH:14]=[C:15]([Cl:18])[CH:16]=[CH:17][C:7]=2[C:6]1=[O:19])=O.O. (2) Given the product [I:16][C:7]1[CH:8]=[C:9]2[C:14](=[C:5]([C:3]([OH:4])=[O:2])[CH:6]=1)[O:13][CH:12]([CH3:15])[CH:11]=[CH:10]2, predict the reactants needed to synthesize it. The reactants are: C[O:2][C:3]([C:5]1[CH:6]=[C:7]([I:16])[CH:8]=[C:9]2[C:14]=1[O:13][CH:12]([CH3:15])[CH:11]=[CH:10]2)=[O:4]. (3) Given the product [C:30]([O:29][C:27]([N:11]1[C:12]2([CH2:22][CH2:23][CH2:24][CH2:25][CH2:26]2)[C:13](=[O:21])[N:14]([CH2:15][C:16]([O-:18])=[O:17])[C@@:9]([C:4]2[CH:5]=[C:6]([F:8])[CH:7]=[C:2]([F:1])[CH:3]=2)([CH3:34])[CH2:10]1)=[O:28])([CH3:31])([CH3:32])[CH3:33].[Li+:35], predict the reactants needed to synthesize it. The reactants are: [F:1][C:2]1[CH:3]=[C:4]([C@@:9]2([CH3:34])[N:14]([CH2:15][C:16]([O:18]CC)=[O:17])[C:13](=[O:21])[C:12]3([CH2:26][CH2:25][CH2:24][CH2:23][CH2:22]3)[N:11]([C:27]([O:29][C:30]([CH3:33])([CH3:32])[CH3:31])=[O:28])[CH2:10]2)[CH:5]=[C:6]([F:8])[CH:7]=1.[Li+:35].[OH-].Cl. (4) Given the product [F:5][C:6]1[CH:21]=[C:20]([N+:22]([O-:24])=[O:23])[CH:19]=[CH:18][C:7]=1[O:8][C:9]1[C:10]2[N:11]([CH:15]=[CH:16][C:17]=2[C:25](=[O:27])[CH3:26])[N:12]=[CH:13][CH:14]=1, predict the reactants needed to synthesize it. The reactants are: [Al+3].[Cl-].[Cl-].[Cl-].[F:5][C:6]1[CH:21]=[C:20]([N+:22]([O-:24])=[O:23])[CH:19]=[CH:18][C:7]=1[O:8][C:9]1[C:10]2[N:11]([CH:15]=[CH:16][CH:17]=2)[N:12]=[CH:13][CH:14]=1.[C:25](Cl)(=[O:27])[CH3:26].C(=O)(O)[O-].[Na+]. (5) Given the product [CH3:21][O:22][C:23]1[CH:41]=[CH:40][C:26]([CH2:27][O:28][C:29]2[CH:30]=[C:31]3[C:36](=[CH:37][CH:38]=2)/[C:35](=[CH:5]/[C:6]([OH:8])=[O:7])/[CH2:34][CH2:33][CH2:32]3)=[CH:25][CH:24]=1, predict the reactants needed to synthesize it. The reactants are: C[Si]([CH2:5][C:6]([O:8]CC)=[O:7])(C)C.[Li+].C[Si]([N-][Si](C)(C)C)(C)C.[CH3:21][O:22][C:23]1[CH:41]=[CH:40][C:26]([CH2:27][O:28][C:29]2[CH:30]=[C:31]3[C:36](=[CH:37][CH:38]=2)[C:35](=O)[CH2:34][CH2:33][CH2:32]3)=[CH:25][CH:24]=1.